From a dataset of Catalyst prediction with 721,799 reactions and 888 catalyst types from USPTO. Predict which catalyst facilitates the given reaction. Reactant: ClC1C=CC=C(F)C=1COC1N(C2C=CC=CC=2C(F)(F)F)C(SCC2C(F)=CC=CC=2Cl)=NN=1.[Cl:36][C:37]1[CH:38]=[C:39]([N:43]2[C:47]([S:48][CH2:49][C:50]3[CH:55]=[CH:54][C:53]([Cl:56])=[CH:52][C:51]=3[Cl:57])=[N:46][N:45]=[C:44]2[OH:58])[CH:40]=[CH:41][CH:42]=1.Br[CH2:60][C:61]1[CH:66]=[CH:65][CH:64]=[C:63]([F:67])[C:62]=1[F:68].C[O-].[Na+]. Product: [Cl:36][C:37]1[CH:38]=[C:39]([N:43]2[C:44]([O:58][CH2:60][C:61]3[CH:66]=[CH:65][CH:64]=[C:63]([F:67])[C:62]=3[F:68])=[N:45][N:46]=[C:47]2[S:48][CH2:49][C:50]2[CH:55]=[CH:54][C:53]([Cl:56])=[CH:52][C:51]=2[Cl:57])[CH:40]=[CH:41][CH:42]=1. The catalyst class is: 3.